From a dataset of Full USPTO retrosynthesis dataset with 1.9M reactions from patents (1976-2016). Predict the reactants needed to synthesize the given product. (1) Given the product [NH2:14][C:12]1[S:13][C:2]([C:3]([O:5][CH3:6])=[O:4])=[C:7]([CH2:8][CH3:9])[N:11]=1, predict the reactants needed to synthesize it. The reactants are: Cl[CH:2]([C:7](=O)[CH2:8][CH3:9])[C:3]([O:5][CH3:6])=[O:4].[NH2:11][C:12]([NH2:14])=[S:13]. (2) Given the product [N+:1]([C:4]1[CH:12]=[C:8]2[C:7]([CH2:13][C:14](=[O:16])[NH:18][C:9]2=[O:10])=[CH:6][CH:5]=1)([O-:3])=[O:2], predict the reactants needed to synthesize it. The reactants are: [N+:1]([C:4]1[CH:5]=[CH:6][C:7]([CH2:13][C:14]([OH:16])=O)=[C:8]([CH:12]=1)[C:9](O)=[O:10])([O-:3])=[O:2].O.[NH3:18]. (3) Given the product [CH2:40]([NH:42][C:43]([NH:16][C:14]1[N:15]=[C:11]2[CH:10]=[C:9]([C:17]3[CH:18]=[N:19][CH:20]=[CH:21][CH:22]=3)[CH:8]=[C:7]([C:5]3[O:6][C:2]([CH3:1])=[N:3][N:4]=3)[N:12]2[N:13]=1)=[O:44])[CH3:41], predict the reactants needed to synthesize it. The reactants are: [CH3:1][C:2]1[O:6][C:5]([C:7]2[N:12]3[N:13]=[C:14]([NH2:16])[N:15]=[C:11]3[CH:10]=[C:9]([C:17]3[CH:18]=[N:19][CH:20]=[CH:21][CH:22]=3)[CH:8]=2)=[N:4][N:3]=1.C([O-])(=O)C.C([O-])(=O)C.C([Sn+2]CCCC)CCC.[CH2:40]([N:42]=[C:43]=[O:44])[CH3:41]. (4) Given the product [N:24]1([C:22]([C:21]2[CH:20]=[N:19][N:18]([CH3:28])[C:17]=2[C:15]([NH:14][C:11]2[CH:12]=[CH:13][N:8]3[N:7]=[C:6]([C:4]([OH:5])=[O:3])[N:29]=[C:9]3[CH:10]=2)=[O:16])=[O:23])[CH2:27][CH2:26][CH2:25]1, predict the reactants needed to synthesize it. The reactants are: C([O:3][C:4]([C:6]1[N:29]=[C:9]2[CH:10]=[C:11]([NH:14][C:15]([C:17]3[N:18]([CH3:28])[N:19]=[CH:20][C:21]=3[C:22]([N:24]3[CH2:27][CH2:26][CH2:25]3)=[O:23])=[O:16])[CH:12]=[CH:13][N:8]2[N:7]=1)=[O:5])C.O.[OH-].[Li+].Cl. (5) The reactants are: [CH3:1][O:2][C:3]([C:5]1[S:6][C:7]([C:23]#[C:24][C:25]([CH3:28])([CH3:27])[CH3:26])=[CH:8][C:9]=1[NH:10][C@@H:11]([CH3:22])[CH2:12][CH2:13][O:14][Si](C(C)(C)C)(C)C)=[O:4].CCCC[N+](CCCC)(CCCC)CCCC.[F-]. Given the product [CH3:1][O:2][C:3]([C:5]1[S:6][C:7]([C:23]#[C:24][C:25]([CH3:26])([CH3:28])[CH3:27])=[CH:8][C:9]=1[NH:10][C@@H:11]([CH3:22])[CH2:12][CH2:13][OH:14])=[O:4], predict the reactants needed to synthesize it.